From a dataset of Peptide-MHC class II binding affinity with 134,281 pairs from IEDB. Regression. Given a peptide amino acid sequence and an MHC pseudo amino acid sequence, predict their binding affinity value. This is MHC class II binding data. (1) The MHC is DRB1_0701 with pseudo-sequence DRB1_0701. The binding affinity (normalized) is 0.199. The peptide sequence is LWWSTMYLTHHYFVDL. (2) The peptide sequence is SSKAATAKAPGLVPK. The MHC is HLA-DPA10201-DPB10101 with pseudo-sequence HLA-DPA10201-DPB10101. The binding affinity (normalized) is 0.150. (3) The peptide sequence is GAIWRIDPKKPLKGP. The MHC is DRB4_0101 with pseudo-sequence DRB4_0103. The binding affinity (normalized) is 0.174. (4) The peptide sequence is GNGWMIKETACLSKA. The MHC is DRB1_0404 with pseudo-sequence DRB1_0404. The binding affinity (normalized) is 0.797. (5) The peptide sequence is SIVYEAADAILHTPGCVPCV. The MHC is DRB1_1501 with pseudo-sequence DRB1_1501. The binding affinity (normalized) is 0.359. (6) The peptide sequence is ELKYFAATQFEPLAA. The MHC is HLA-DQA10301-DQB10302 with pseudo-sequence HLA-DQA10301-DQB10302. The binding affinity (normalized) is 0.380. (7) The peptide sequence is YDKFLANVSRVLTGK. The MHC is DRB1_0405 with pseudo-sequence DRB1_0405. The binding affinity (normalized) is 0.448.